Regression/Classification. Given a drug SMILES string, predict its absorption, distribution, metabolism, or excretion properties. Task type varies by dataset: regression for continuous measurements (e.g., permeability, clearance, half-life) or binary classification for categorical outcomes (e.g., BBB penetration, CYP inhibition). Dataset: cyp2c19_veith. From a dataset of CYP2C19 inhibition data for predicting drug metabolism from PubChem BioAssay. (1) The compound is C[C@@]12CC[C@@H]3c4ccc(OP(=O)(O)O)cc4CC[C@@H]3[C@H]1CCC2=O. The result is 0 (non-inhibitor). (2) The molecule is CC(CC(=O)NC1CCCC1)c1ccccc1. The result is 1 (inhibitor).